From a dataset of Reaction yield outcomes from USPTO patents with 853,638 reactions. Predict the reaction yield, written as a fraction of the theoretical maximum amount of product (1.0 means a 100% yield; for example, 0.34 means a 34% yield). (1) The reactants are [CH3:1][O:2][C:3]1[CH:28]=[CH:27][C:6]([CH2:7][N:8]2[C:16](=O)[C:15]3[C:10](=[CH:11][CH:12]=[CH:13][C:14]=3[O:18][CH2:19][CH2:20][O:21][CH2:22][CH2:23][O:24][CH3:25])[C:9]2=O)=[CH:5][CH:4]=1.[H-].[Al+3].[Li+].[H-].[H-].[H-].C1COCC1. No catalyst specified. The product is [CH3:1][O:2][C:3]1[CH:4]=[CH:5][C:6]([CH2:7][N:8]2[CH2:16][C:15]3[C:10](=[CH:11][CH:12]=[CH:13][C:14]=3[O:18][CH2:19][CH2:20][O:21][CH2:22][CH2:23][O:24][CH3:25])[CH2:9]2)=[CH:27][CH:28]=1. The yield is 0.970. (2) The reactants are Cl[C:2]1[CH:12]=[CH:11][C:5]([C:6]([O:8]CC)=[O:7])=[CH:4][N:3]=1.[CH:13]([O:16][CH2:17][CH2:18][OH:19])([CH3:15])[CH3:14]. No catalyst specified. The product is [CH:13]([O:16][CH2:17][CH2:18][O:19][C:2]1[CH:12]=[CH:11][C:5]([C:6]([OH:8])=[O:7])=[CH:4][N:3]=1)([CH3:15])[CH3:14]. The yield is 0.510. (3) The reactants are Br[C:2]1[CH:3]=[C:4]([CH:9]=[CH:10][CH:11]=1)[C:5]([O:7][CH3:8])=[O:6].[C-]#N.[K+].[C:15](#[N:17])[CH3:16]. The catalyst is C1OCCOCCOCCOCCOCCOC1. The product is [C:15]([CH2:16][C:2]1[CH:3]=[C:4]([CH:9]=[CH:10][CH:11]=1)[C:5]([O:7][CH3:8])=[O:6])#[N:17]. The yield is 0.910. (4) The reactants are [Br:1][C:2]1[CH:3]=[C:4]([CH:6]=[CH:7][CH:8]=1)[NH2:5].N1C(C)=CC=CC=1C.[C:17](Cl)(=[O:26])[CH:18]=[CH:19][C:20]1[CH:25]=[CH:24][CH:23]=[CH:22][CH:21]=1. The catalyst is ClCCl. The product is [Br:1][C:2]1[CH:3]=[C:4]([NH:5][C:17](=[O:26])/[CH:18]=[CH:19]/[C:20]2[CH:25]=[CH:24][CH:23]=[CH:22][CH:21]=2)[CH:6]=[CH:7][CH:8]=1. The yield is 0.920. (5) The reactants are Cl[C:2]1[C:3]([C:18]([O:20][CH3:21])=[O:19])=[CH:4][C:5]([C:8]2[CH:9]=[N:10][C:11]([C:14]([F:17])([F:16])[F:15])=[N:12][CH:13]=2)=[N:6][CH:7]=1.[Zn](C)[CH3:23]. The catalyst is O1CCOCC1.C1C=CC(P(C2C=CC=CC=2)[C-]2C=CC=C2)=CC=1.C1C=CC(P(C2C=CC=CC=2)[C-]2C=CC=C2)=CC=1.Cl[Pd]Cl.[Fe+2]. The product is [CH3:23][C:2]1[C:3]([C:18]([O:20][CH3:21])=[O:19])=[CH:4][C:5]([C:8]2[CH:9]=[N:10][C:11]([C:14]([F:17])([F:16])[F:15])=[N:12][CH:13]=2)=[N:6][CH:7]=1. The yield is 0.710. (6) The catalyst is CO.C1(C)C=CC=CC=1. The product is [O:15]=[C:13]1[CH:12]2[CH:10]3[CH:11]2[CH:3]2[C@@H:4]([C:5]([O:6][CH3:18])=[O:17])[C@@H:8]([C:7]([O:56][CH2:49][C:50]4[CH:55]=[CH:54][CH:53]=[CH:52][CH:51]=4)=[O:16])[CH:9]3[CH:1]3[CH:2]2[CH:14]13. The yield is 0.830. The reactants are [CH:1]12[CH:14]3[CH:2]1[CH:3]1[CH:11]4[CH:12]([C:13]3=[O:15])[CH:10]4[CH:9]2[CH:8]2[CH:4]1[C:5](=[O:17])[O:6][C:7]2=[O:16].[CH2:18](N(CC)CC)C.F[P-](F)(F)(F)(F)F.N1(OC(N(C)C)=[N+](C)C)C2N=CC=CC=2N=N1.[CH2:49]([OH:56])[C:50]1[CH:55]=[CH:54][CH:53]=[CH:52][CH:51]=1. (7) The reactants are [CH3:1][N:2]1[C:6]([C:7]2[CH:8]=[C:9]([NH2:23])[CH:10]=[CH:11][C:12]=2[O:13][CH2:14][CH2:15][N:16]2[CH2:22][CH2:21][CH2:20][O:19][CH2:18][CH2:17]2)=[CH:5][CH:4]=[N:3]1.CCN(C(C)C)C(C)C.[F:33][C:34]([F:45])([F:44])[C:35]1[CH:36]=[C:37]([CH:41]=[CH:42][CH:43]=1)[C:38](Cl)=[O:39]. The catalyst is CC(N(C)C)=O.CS(C)=O. The product is [CH3:1][N:2]1[C:6]([C:7]2[CH:8]=[C:9]([NH:23][C:38](=[O:39])[C:37]3[CH:41]=[CH:42][CH:43]=[C:35]([C:34]([F:33])([F:44])[F:45])[CH:36]=3)[CH:10]=[CH:11][C:12]=2[O:13][CH2:14][CH2:15][N:16]2[CH2:22][CH2:21][CH2:20][O:19][CH2:18][CH2:17]2)=[CH:5][CH:4]=[N:3]1. The yield is 0.870. (8) The reactants are C[Si]([C:5]#[C:6][C:7]1[CH:12]=[CH:11][C:10]([C:13](=[O:15])[CH3:14])=[CH:9][CH:8]=1)(C)C.[OH-].[K+].CC(O)=O. The catalyst is CO. The product is [C:6]([C:7]1[CH:12]=[CH:11][C:10]([C:13](=[O:15])[CH3:14])=[CH:9][CH:8]=1)#[CH:5]. The yield is 0.950.